Task: Predict the reactants needed to synthesize the given product.. Dataset: Full USPTO retrosynthesis dataset with 1.9M reactions from patents (1976-2016) (1) Given the product [CH2:24]([S:35]([C:7]1[CH:8]=[C:9]([C:11]2[C:12]([C:17]3[CH:22]=[CH:21][CH:20]=[CH:19][C:18]=3[F:23])=[N:13][N:14]([CH3:16])[CH:15]=2)[CH:10]=[CH:4][C:5]=1[NH2:6])(=[O:39])=[O:37])[CH3:25], predict the reactants needed to synthesize it. The reactants are: C(S[C:4]1[CH:10]=[C:9]([C:11]2[C:12]([C:17]3[CH:22]=[CH:21][CH:20]=[CH:19][C:18]=3[F:23])=[N:13][N:14]([CH3:16])[CH:15]=2)[CH:8]=[CH:7][C:5]=1[NH2:6])C.[CH:24]1C=C(Cl)C=C(C(OO)=O)[CH:25]=1.[S:35]([O-:39])([O-])(=[O:37])=S.[Na+].[Na+].C([O-])(O)=O.[Na+]. (2) Given the product [ClH:1].[ClH:1].[CH3:25][C:23]1[C:22]([CH3:26])=[CH:21][C:19]2[NH:20][C:16]([CH2:15][N:12]3[CH:5]=[C:4]([CH2:3][CH2:2][C:6]4[N:7]=[C:8]([NH2:11])[NH:9][CH:10]=4)[N:14]=[N:13]3)=[N:17][C:18]=2[CH:24]=1, predict the reactants needed to synthesize it. The reactants are: [ClH:1].[CH2:2]([C:6]1[N:7]=[C:8]([NH2:11])[NH:9][CH:10]=1)[CH2:3][C:4]#[CH:5].[N:12]([CH2:15][C:16]1[NH:20][C:19]2[CH:21]=[C:22]([CH3:26])[C:23]([CH3:25])=[CH:24][C:18]=2[N:17]=1)=[N+:13]=[N-:14].